This data is from Reaction yield outcomes from USPTO patents with 853,638 reactions. The task is: Predict the reaction yield, written as a fraction of the theoretical maximum amount of product (1.0 means a 100% yield; for example, 0.34 means a 34% yield). (1) The reactants are [C:1]([O:5][C:6](=[O:15])[CH2:7]/[N:8]=[CH:9]/[CH2:10][C:11]([CH3:14])([CH3:13])[CH3:12])([CH3:4])([CH3:3])[CH3:2].[Br:16][C:17]1[CH:18]=[C:19](/[CH:22]=[C:23](/[C:26]2[CH:31]=[CH:30][C:29]([Cl:32])=[CH:28][C:27]=2[F:33])\[C:24]#[N:25])[S:20][CH:21]=1.C(N(CC)CC)C. The catalyst is ClCCl. The product is [C:1]([O:5][C:6]([CH:7]1[CH:22]([C:19]2[S:20][CH:21]=[C:17]([Br:16])[CH:18]=2)[C:23]([C:26]2[CH:31]=[CH:30][C:29]([Cl:32])=[CH:28][C:27]=2[F:33])([C:24]#[N:25])[CH:9]([CH2:10][C:11]([CH3:14])([CH3:13])[CH3:12])[NH:8]1)=[O:15])([CH3:4])([CH3:3])[CH3:2]. The yield is 0.200. (2) The reactants are [CH3:1][C:2]1[O:6][N:5]=[C:4]([C:7]2[CH:12]=[CH:11][CH:10]=[CH:9][CH:8]=2)[C:3]=1[C:13]([NH:15][NH2:16])=[O:14].[NH:17]1[C:25]2[C:20](=[CH:21][C:22]([C:26](O)=O)=[CH:23][CH:24]=2)[CH:19]=[CH:18]1. No catalyst specified. The product is [CH3:1][C:2]1[O:6][N:5]=[C:4]([C:7]2[CH:12]=[CH:11][CH:10]=[CH:9][CH:8]=2)[C:3]=1[C:13]1[O:14][C:26]([C:22]2[CH:21]=[C:20]3[C:25](=[CH:24][CH:23]=2)[NH:17][CH:18]=[CH:19]3)=[N:16][N:15]=1. The yield is 0.550. (3) The reactants are [C:1](Cl)(=[O:5])[CH:2]([CH3:4])[CH3:3].C(N(CC)CC)C.[C:14]1([SH:20])[CH:19]=[CH:18][CH:17]=[CH:16][CH:15]=1.CCCC(C)C.C(OCC)(=O)C. The catalyst is C1(C)C=CC=CC=1. The product is [C:1](=[O:5])([S:20][C:14]1[CH:19]=[CH:18][CH:17]=[CH:16][CH:15]=1)[CH:2]([CH3:4])[CH3:3]. The yield is 0.720. (4) The reactants are I[C:2]1[C:10]2[S:9][CH:8]=[N:7][C:6]=2[CH:5]=[CH:4][C:3]=1[O:11][C:12]1[C:21]2[C:16](=[CH:17][C:18]([O:24][CH3:25])=[C:19]([O:22][CH3:23])[CH:20]=2)[N:15]=[CH:14][CH:13]=1.[C:26]1(B(O)O)[CH:31]=[CH:30][CH:29]=[CH:28][CH:27]=1.C(=O)([O-])[O-].[K+].[K+].O. The catalyst is CN(C)C=O. The product is [CH3:23][O:22][C:19]1[CH:20]=[C:21]2[C:16](=[CH:17][C:18]=1[O:24][CH3:25])[N:15]=[CH:14][CH:13]=[C:12]2[O:11][C:3]1[CH:4]=[CH:5][C:6]2[N:7]=[CH:8][S:9][C:10]=2[C:2]=1[C:26]1[CH:31]=[CH:30][CH:29]=[CH:28][CH:27]=1. The yield is 0.980.